This data is from Catalyst prediction with 721,799 reactions and 888 catalyst types from USPTO. The task is: Predict which catalyst facilitates the given reaction. (1) Reactant: [CH:1]1[C:6]([OH:7])=[CH:5][CH:4]=[CH:3][C:2]=1[CH3:8].[C:9]([N:12]1[CH2:17][CH2:16][C:15](=O)[CH2:14][CH2:13]1)(=[O:11])[CH3:10].B(F)(F)F.CCOCC.Cl. Product: [OH:7][C:6]1[CH:1]=[C:2]([CH3:8])[CH:3]=[CH:4][C:5]=1[C:15]1[CH2:16][CH2:17][N:12]([C:9](=[O:11])[CH3:10])[CH2:13][CH:14]=1. The catalyst class is: 23. (2) Reactant: [CH2:1]([C:11]1[O:20][C:14]2=[N:15][C:16](=[O:19])[NH:17][CH:18]=[C:13]2[CH:12]=1)[CH2:2][CH2:3][CH2:4][CH2:5][CH2:6][CH2:7][CH2:8][CH2:9][CH3:10].C(=O)([O-])[O-].[K+].[K+].[O:27]1[CH2:31][CH2:30][CH:29](OS(C)(=O)=O)[CH2:28]1. Product: [CH2:1]([C:11]1[O:20][C:14]2[N:15]=[C:16]([O:19][CH:29]3[CH2:30][CH2:31][O:27][CH2:28]3)[N:17]=[CH:18][C:13]=2[CH:12]=1)[CH2:2][CH2:3][CH2:4][CH2:5][CH2:6][CH2:7][CH2:8][CH2:9][CH3:10]. The catalyst class is: 3. (3) Reactant: [Cl:1][C:2]1[CH:7]=[CH:6][C:5]([C:8]([CH3:13])([CH3:12])[C:9](O)=[O:10])=[CH:4][CH:3]=1.COCCO[AlH2-]OCCOC.[Na+]. Product: [Cl:1][C:2]1[CH:3]=[CH:4][C:5]([C:8]([CH3:13])([CH3:12])[CH2:9][OH:10])=[CH:6][CH:7]=1. The catalyst class is: 1.